From a dataset of Forward reaction prediction with 1.9M reactions from USPTO patents (1976-2016). Predict the product of the given reaction. (1) Given the reactants [CH3:1][O:2][C:3]1[CH:8]=[CH:7][C:6]([C:9]2[N:10]=[C:11]([CH:22]3[CH2:27][CH2:26][NH:25][CH2:24][CH2:23]3)[S:12][C:13]=2[C:14]2[CH:19]=[CH:18][C:17]([O:20][CH3:21])=[CH:16][CH:15]=2)=[CH:5][CH:4]=1.ClC(Cl)(O[C:32](=[O:38])OC(Cl)(Cl)Cl)Cl.C(N(CC)CC)C.Cl.[CH:48]([NH:51][OH:52])([CH3:50])[CH3:49], predict the reaction product. The product is: [CH3:1][O:2][C:3]1[CH:8]=[CH:7][C:6]([C:9]2[N:10]=[C:11]([CH:22]3[CH2:27][CH2:26][N:25]([C:32](=[O:38])[N:51]([OH:52])[CH:48]([CH3:50])[CH3:49])[CH2:24][CH2:23]3)[S:12][C:13]=2[C:14]2[CH:19]=[CH:18][C:17]([O:20][CH3:21])=[CH:16][CH:15]=2)=[CH:5][CH:4]=1. (2) Given the reactants Cl[C:2](Cl)([O:4]C(=O)OC(Cl)(Cl)Cl)Cl.C1(C)C=CC=CC=1.[Cl:20][C:21]1[C:22]([CH:29]([C:39]2[C:44]([F:45])=[CH:43][CH:42]=[C:41]([F:46])[C:40]=2[F:47])[S:30]([CH2:33][CH2:34][C:35]([F:38])([F:37])[F:36])(=[O:32])=[O:31])=[CH:23][C:24]([NH:27][NH2:28])=[N:25][CH:26]=1, predict the reaction product. The product is: [Cl:20][C:21]1[C:22]([CH:29]([C:39]2[C:44]([F:45])=[CH:43][CH:42]=[C:41]([F:46])[C:40]=2[F:47])[S:30]([CH2:33][CH2:34][C:35]([F:37])([F:38])[F:36])(=[O:31])=[O:32])=[CH:23][C:24]2[N:25]([C:2](=[O:4])[NH:28][N:27]=2)[CH:26]=1.